This data is from Forward reaction prediction with 1.9M reactions from USPTO patents (1976-2016). The task is: Predict the product of the given reaction. (1) Given the reactants [Br:1][C:2]1[CH:24]=[N:23][C:5]2[N:6]([CH3:22])[C:7](=[O:21])[N:8]([CH2:11][CH2:12][CH2:13][O:14][CH:15]3[CH2:20][CH2:19][CH2:18][CH2:17][O:16]3)[C:9](=[O:10])[C:4]=2[C:3]=1[CH:25]([C:27]1C=[CH:31][C:30]([Cl:33])=[CH:29][CH:28]=1)[OH:26].[Li+].CC([N-:38]C(C)C)C.ClC1C=CC(C=O)=NC=1, predict the reaction product. The product is: [Br:1][C:2]1[CH:24]=[N:23][C:5]2[N:6]([CH3:22])[C:7](=[O:21])[N:8]([CH2:11][CH2:12][CH2:13][O:14][CH:15]3[CH2:20][CH2:19][CH2:18][CH2:17][O:16]3)[C:9](=[O:10])[C:4]=2[C:3]=1[CH:25]([C:27]1[CH:28]=[CH:29][C:30]([Cl:33])=[CH:31][N:38]=1)[OH:26]. (2) The product is: [CH3:20][O:21][C:22]1[CH:27]=[CH:26][CH:25]=[CH:24][C:23]=1[C:2]1[CH:19]=[CH:18][CH:17]=[C:4]([C:5]([N:7]([C:9]2[CH:14]=[CH:13][CH:12]=[C:11]([O:15][CH3:16])[CH:10]=2)[CH3:8])=[O:6])[CH:3]=1. Given the reactants Br[C:2]1[CH:3]=[C:4]([CH:17]=[CH:18][CH:19]=1)[C:5]([N:7]([C:9]1[CH:14]=[CH:13][CH:12]=[C:11]([O:15][CH3:16])[CH:10]=1)[CH3:8])=[O:6].[CH3:20][O:21][C:22]1[CH:27]=[CH:26][CH:25]=[CH:24][C:23]=1B(O)O, predict the reaction product. (3) The product is: [Br:33][C:30]1[CH:31]=[CH:32][C:23]([NH:22][C:8](=[O:10])[C:7]2[CH:11]=[CH:12][CH:13]=[C:5]([S:2](=[O:3])(=[O:4])[NH:19][C:18]3[CH:20]=[CH:21][C:15]([I:14])=[CH:16][CH:17]=3)[CH:6]=2)=[C:24]([CH:29]=1)[C:25]([OH:27])=[O:26]. Given the reactants Cl[S:2]([C:5]1[CH:6]=[C:7]([CH:11]=[CH:12][CH:13]=1)[C:8]([OH:10])=O)(=[O:4])=[O:3].[I:14][C:15]1[CH:21]=[CH:20][C:18]([NH2:19])=[CH:17][CH:16]=1.[NH2:22][C:23]1[CH:32]=[CH:31][C:30]([Br:33])=[CH:29][C:24]=1[C:25]([O:27]C)=[O:26], predict the reaction product. (4) The product is: [Br:13][C:10]1[CH:9]=[CH:8][C:7]([CH2:6][NH:5][CH2:4][C:3]([OH:14])=[O:2])=[CH:12][CH:11]=1. Given the reactants C[O:2][C:3](=[O:14])[CH2:4][NH:5][CH2:6][C:7]1[CH:12]=[CH:11][C:10]([Br:13])=[CH:9][CH:8]=1.[OH-].[Li+], predict the reaction product. (5) Given the reactants Cl[C:2]1[CH:3]=[C:4]([C:13]2[CH2:18][CH2:17][N:16]([C:19]([O:21][C:22]([CH3:25])([CH3:24])[CH3:23])=[O:20])[CH2:15][CH:14]=2)[CH:5]=[CH:6][C:7]=1[C:8]([O:10][CH2:11][CH3:12])=[O:9].[O:26]([C:33]1[CH:38]=[CH:37][C:36](B(O)O)=[CH:35][CH:34]=1)[C:27]1[CH:32]=[CH:31][CH:30]=[CH:29][CH:28]=1.[O-]P([O-])([O-])=O.[K+].[K+].[K+].C1(P(C2CCCCC2)C2CCCCC2)CCCCC1, predict the reaction product. The product is: [CH2:11]([O:10][C:8]([C:7]1[C:2]([C:36]2[CH:37]=[CH:38][C:33]([O:26][C:27]3[CH:32]=[CH:31][CH:30]=[CH:29][CH:28]=3)=[CH:34][CH:35]=2)=[CH:3][C:4]([C:13]2[CH2:18][CH2:17][N:16]([C:19]([O:21][C:22]([CH3:25])([CH3:24])[CH3:23])=[O:20])[CH2:15][CH:14]=2)=[CH:5][CH:6]=1)=[O:9])[CH3:12]. (6) The product is: [NH2:25][C:5]1[CH:4]=[C:3]([C:9]2[N:14]=[C:13]([NH:15][CH2:16][CH:17]3[CH2:22][CH2:21][O:20][CH2:19][CH2:18]3)[CH:12]=[N:11][C:10]=2[CH3:23])[C:2]([Cl:1])=[CH:7][N:6]=1. Given the reactants [Cl:1][C:2]1[C:3]([C:9]2[N:14]=[C:13]([NH:15][CH2:16][CH:17]3[CH2:22][CH2:21][O:20][CH2:19][CH2:18]3)[CH:12]=[N:11][C:10]=2[CH3:23])=[CH:4][C:5](F)=[N:6][CH:7]=1.[OH-].[NH4+:25], predict the reaction product.